Dataset: Reaction yield outcomes from USPTO patents with 853,638 reactions. Task: Predict the reaction yield, written as a fraction of the theoretical maximum amount of product (1.0 means a 100% yield; for example, 0.34 means a 34% yield). (1) The reactants are I[C:2]1[CH:7]=[CH:6][N:5]=[C:4]2[NH:8][C:9]([C:11]([F:14])([F:13])[F:12])=[CH:10][C:3]=12.[H-].[Na+].C([Li])CCC.C([O:25][B:26](OC(C)C)[O:27]C(C)C)(C)C. The catalyst is O1CCCC1.O. The product is [F:12][C:11]([F:14])([F:13])[C:9]1[NH:8][C:4]2=[N:5][CH:6]=[CH:7][C:2]([B:26]([OH:27])[OH:25])=[C:3]2[CH:10]=1. The yield is 0.470. (2) The reactants are Br[C:2]1[CH:3]=[C:4]2[C:9](=[CH:10][C:11]=1[O:12][CH3:13])[N:8]([C@@H:14]([CH:24]([CH3:26])[CH3:25])[CH2:15][O:16][Si:17]([C:20]([CH3:23])([CH3:22])[CH3:21])([CH3:19])[CH3:18])[CH:7]=[C:6]([C:27]([O:29][CH2:30][CH3:31])=[O:28])[C:5]2=[O:32].[CH3:33]B(O)O.C1COCC1.C(=O)([O-])[O-].[Na+].[Na+]. The catalyst is C(OCC)(=O)C.[Pd].C1C=CC([P]([Pd]([P](C2C=CC=CC=2)(C2C=CC=CC=2)C2C=CC=CC=2)([P](C2C=CC=CC=2)(C2C=CC=CC=2)C2C=CC=CC=2)[P](C2C=CC=CC=2)(C2C=CC=CC=2)C2C=CC=CC=2)(C2C=CC=CC=2)C2C=CC=CC=2)=CC=1. The product is [Si:17]([O:16][CH2:15][C@@H:14]([N:8]1[C:9]2[C:4](=[CH:3][C:2]([CH3:33])=[C:11]([O:12][CH3:13])[CH:10]=2)[C:5](=[O:32])[C:6]([C:27]([O:29][CH2:30][CH3:31])=[O:28])=[CH:7]1)[CH:24]([CH3:25])[CH3:26])([C:20]([CH3:23])([CH3:22])[CH3:21])([CH3:19])[CH3:18]. The yield is 0.410. (3) The reactants are [C:1]([O:5][C:6]([N:8]1[CH2:12][C@H:11]([F:13])[CH2:10][C@H:9]1[C:14]([OH:16])=O)=[O:7])([CH3:4])([CH3:3])[CH3:2].[Br:17][C:18]1[CH:19]=[C:20]([CH2:25][NH2:26])[CH:21]=[C:22]([F:24])[CH:23]=1.C(N(CC)C(C)C)(C)C.CN(C(ON1N=NC2C=CC=NC1=2)=[N+](C)C)C.F[P-](F)(F)(F)(F)F. The catalyst is CN(C)C=O. The product is [Br:17][C:18]1[CH:19]=[C:20]([CH:21]=[C:22]([F:24])[CH:23]=1)[CH2:25][NH:26][C:14]([C@@H:9]1[CH2:10][C@@H:11]([F:13])[CH2:12][N:8]1[C:6]([O:5][C:1]([CH3:2])([CH3:3])[CH3:4])=[O:7])=[O:16]. The yield is 0.900. (4) The reactants are N[CH2:2][CH2:3][CH2:4][CH2:5][CH2:6][NH2:7].C[O:9][C:10](=O)[CH2:11][S:12][C:13]([C:26]1[CH:31]=[CH:30][CH:29]=[CH:28][CH:27]=1)([C:20]1[CH:25]=[CH:24][CH:23]=[CH:22][CH:21]=1)[C:14]1[CH:19]=[CH:18][CH:17]=[CH:16][CH:15]=1.CO. The catalyst is ClCCl.CO.CCN(CC)CC. The product is [NH2:7][CH2:6][CH2:5][CH2:4][CH2:3][CH2:2][C:10](=[O:9])[CH2:11][S:12][C:13]([C:14]1[CH:19]=[CH:18][CH:17]=[CH:16][CH:15]=1)([C:20]1[CH:21]=[CH:22][CH:23]=[CH:24][CH:25]=1)[C:26]1[CH:31]=[CH:30][CH:29]=[CH:28][CH:27]=1. The yield is 0.540. (5) The yield is 0.100. The catalyst is C(Cl)Cl. The product is [CH3:1][O:2][C:3]([C:5]1[CH:15]=[C:14]([OH:16])[C:8]2[CH2:9][C:10]([CH3:13])([CH3:12])[O:11][C:7]=2[CH:6]=1)=[O:4]. The reactants are [CH3:1][O:2][C:3]([C:5]1[CH:15]=[C:14]([O:16]C)[C:8]2[CH2:9][C:10]([CH3:13])([CH3:12])[O:11][C:7]=2[CH:6]=1)=[O:4].COC(C1C=C(OC)C=C2OC(C)(C)CC=12)=O.B(Br)(Br)Br.